Dataset: Peptide-MHC class I binding affinity with 185,985 pairs from IEDB/IMGT. Task: Regression. Given a peptide amino acid sequence and an MHC pseudo amino acid sequence, predict their binding affinity value. This is MHC class I binding data. (1) The peptide sequence is RYRQVLSPL. The MHC is HLA-A32:07 with pseudo-sequence HLA-A32:07. The binding affinity (normalized) is 0.936. (2) The peptide sequence is NTIDKSSPLY. The MHC is HLA-A33:01 with pseudo-sequence HLA-A33:01. The binding affinity (normalized) is 0.